Dataset: Reaction yield outcomes from USPTO patents with 853,638 reactions. Task: Predict the reaction yield, written as a fraction of the theoretical maximum amount of product (1.0 means a 100% yield; for example, 0.34 means a 34% yield). (1) The reactants are [CH3:1][O:2][C:3]1[CH:8]=[CH:7][C:6]([NH2:9])=[CH:5][CH:4]=1.CC(C)N=C=NC(C)C.[C:19]([O:23][C:24]([N:26]1[CH2:39][CH2:38][C:37]2[C:36]3[C:35]([Cl:40])=[C:34]([Cl:41])[CH:33]=[CH:32][C:31]=3[N:30]([CH2:42][C:43](O)=[O:44])[C:29]=2[CH2:28][CH2:27]1)=[O:25])([CH3:22])([CH3:21])[CH3:20]. The catalyst is CN(C1C=CN=CC=1)C.C1COCC1.CCOC(C)=O. The product is [Cl:41][C:34]1[CH:33]=[CH:32][C:31]2[N:30]([CH2:42][C:43]([NH:9][C:6]3[CH:7]=[CH:8][C:3]([O:2][CH3:1])=[CH:4][CH:5]=3)=[O:44])[C:29]3[CH2:28][CH2:27][N:26]([C:24]([O:23][C:19]([CH3:21])([CH3:20])[CH3:22])=[O:25])[CH2:39][CH2:38][C:37]=3[C:36]=2[C:35]=1[Cl:40]. The yield is 0.360. (2) The reactants are Br[C:2]1[CH:7]=[CH:6][C:5]2[C:8]3([CH2:23][O:24][C:4]=2[CH:3]=1)[C:16]1[C:11](=[CH:12][CH:13]=[CH:14][CH:15]=1)[N:10]([CH2:17][CH2:18][CH2:19][CH2:20][CH3:21])[C:9]3=[O:22].[NH2:25][C:26]1[CH:31]=[CH:30][CH:29]=[CH:28][CH:27]=1.CC1(C)C2C(=C(P(C3C=CC=CC=3)C3C=CC=CC=3)C=CC=2)OC2C(P(C3C=CC=CC=3)C3C=CC=CC=3)=CC=CC1=2. The catalyst is C1(C)C=CC=CC=1.C1C=CC(/C=C/C(/C=C/C2C=CC=CC=2)=O)=CC=1.C1C=CC(/C=C/C(/C=C/C2C=CC=CC=2)=O)=CC=1.C1C=CC(/C=C/C(/C=C/C2C=CC=CC=2)=O)=CC=1.[Pd].[Pd]. The product is [NH:25]([C:2]1[CH:7]=[CH:6][C:5]2[C:8]3([CH2:23][O:24][C:4]=2[CH:3]=1)[C:16]1[C:11](=[CH:12][CH:13]=[CH:14][CH:15]=1)[N:10]([CH2:17][CH2:18][CH2:19][CH2:20][CH3:21])[C:9]3=[O:22])[C:26]1[CH:31]=[CH:30][CH:29]=[CH:28][CH:27]=1. The yield is 0.620. (3) The reactants are [OH:1][C:2]1[C:7]([C:8]([F:11])([F:10])[F:9])=[CH:6][CH:5]=[CH:4][N:3]=1.[CH2:12]([NH:19][C:20]([C:22]1[S:26][C:25](Br)=[N:24][C:23]=1[CH3:28])=[O:21])[C:13]1[CH:18]=[CH:17][CH:16]=[CH:15][CH:14]=1. No catalyst specified. The product is [CH2:12]([NH:19][C:20]([C:22]1[S:26][C:25]([N:3]2[CH:4]=[CH:5][CH:6]=[C:7]([C:8]([F:9])([F:11])[F:10])[C:2]2=[O:1])=[N:24][C:23]=1[CH3:28])=[O:21])[C:13]1[CH:14]=[CH:15][CH:16]=[CH:17][CH:18]=1. The yield is 0.370. (4) The reactants are [F:1][C:2]([F:17])([F:16])[CH:3]1[NH:8][CH2:7][CH2:6][N:5]([C:9]([O:11][C:12]([CH3:15])([CH3:14])[CH3:13])=[O:10])[CH2:4]1.CC(C)([O-])C.[Na+].Br[C:25]1[CH:30]=[CH:29][C:28]([Br:31])=[CH:27][N:26]=1.C1(P(C2C=CC=CC=2)C2C3OC4C(=CC=CC=4P(C4C=CC=CC=4)C4C=CC=CC=4)C(C)(C)C=3C=CC=2)C=CC=CC=1. The catalyst is C1(C)C=CC=CC=1.C1C=CC(/C=C/C(/C=C/C2C=CC=CC=2)=O)=CC=1.C1C=CC(/C=C/C(/C=C/C2C=CC=CC=2)=O)=CC=1.C1C=CC(/C=C/C(/C=C/C2C=CC=CC=2)=O)=CC=1.[Pd].[Pd]. The product is [Br:31][C:28]1[CH:29]=[CH:30][C:25]([N:8]2[CH2:7][CH2:6][N:5]([C:9]([O:11][C:12]([CH3:13])([CH3:14])[CH3:15])=[O:10])[CH2:4][CH:3]2[C:2]([F:1])([F:16])[F:17])=[N:26][CH:27]=1. The yield is 0.450. (5) The catalyst is C1COCC1. The reactants are C[Si]([N-:5][Si](C)(C)C)(C)C.[Li+].[Br-].C1(C([PH3+])([C:25]2[CH:30]=CC=CC=2)C2C=CC=CC=2)C=CC=CC=1.[CH3:32][O:33][C:34]1[CH:35]=[C:36]([C:42]([C:44]2[CH:49]=[CH:48][C:47]([O:50][CH3:51])=[C:46]([N+:52]([O-:54])=[O:53])[CH:45]=2)=O)[CH:37]=[C:38]([O:40][CH3:41])[CH:39]=1. The yield is 0.830. The product is [CH3:32][O:33][C:34]1[CH:35]=[C:36]([C:42]([C:44]2[CH:49]=[CH:48][C:47]([O:50][CH3:51])=[C:46]([N+:52]([O-:54])=[O:53])[CH:45]=2)=[CH:25][C:30]#[N:5])[CH:37]=[C:38]([O:40][CH3:41])[CH:39]=1.